From a dataset of Tyrosyl-DNA phosphodiesterase HTS with 341,365 compounds. Binary Classification. Given a drug SMILES string, predict its activity (active/inactive) in a high-throughput screening assay against a specified biological target. (1) The molecule is S(C=1N(CCN1)C(=O)COc1ccccc1)C. The result is 0 (inactive). (2) The molecule is Clc1c(N(N)C)cnn(CC)c1=O. The result is 0 (inactive).